Dataset: Full USPTO retrosynthesis dataset with 1.9M reactions from patents (1976-2016). Task: Predict the reactants needed to synthesize the given product. (1) The reactants are: [NH2:1][CH2:2][CH:3]1[CH2:8][CH2:7][N:6]([C:9]([O:11][CH2:12][C:13]2[CH:18]=[CH:17][CH:16]=[CH:15][CH:14]=2)=[O:10])[CH2:5][CH2:4]1.Cl[C:20]1[N:25]=[CH:24][C:23]([CH3:26])=[CH:22][N:21]=1.C(=O)([O-])[O-].[Cs+].[Cs+]. Given the product [CH3:26][C:23]1[CH:22]=[N:21][C:20]([NH:1][CH2:2][CH:3]2[CH2:8][CH2:7][N:6]([C:9]([O:11][CH2:12][C:13]3[CH:14]=[CH:15][CH:16]=[CH:17][CH:18]=3)=[O:10])[CH2:5][CH2:4]2)=[N:25][CH:24]=1, predict the reactants needed to synthesize it. (2) Given the product [CH:1]1([N:4]2[CH2:9][C:8]3([CH2:14][CH2:13][N:12]([S:15]([C:18]4[CH:19]=[CH:20][C:21]([C:35]5[CH:44]=[C:43]6[C:38]([CH:39]=[C:40]([C:45]([OH:47])=[O:46])[CH:41]=[N:42]6)=[CH:37][CH:36]=5)=[CH:22][CH:23]=4)(=[O:16])=[O:17])[CH2:11][CH2:10]3)[O:7][CH2:6][C:5]2=[O:33])[CH2:2][CH2:3]1, predict the reactants needed to synthesize it. The reactants are: [CH:1]1([N:4]2[CH2:9][C:8]3([CH2:14][CH2:13][N:12]([S:15]([C:18]4[CH:23]=[CH:22][C:21](B5OC(C)(C)C(C)(C)O5)=[CH:20][CH:19]=4)(=[O:17])=[O:16])[CH2:11][CH2:10]3)[O:7][CH2:6][C:5]2=[O:33])[CH2:3][CH2:2]1.Br[C:35]1[CH:44]=[C:43]2[C:38]([CH:39]=[C:40]([C:45]([OH:47])=[O:46])[CH:41]=[N:42]2)=[CH:37][CH:36]=1.C(=O)([O-])[O-].[K+].[K+]. (3) Given the product [NH2:22][C:6]1[CH:5]=[C:4]([F:25])[C:3]([CH2:1][CH3:2])=[CH:8][C:7]=1[NH:9][CH:10]1[CH2:11][CH2:12][N:13]([CH:16]2[CH2:17][CH2:18][O:19][CH2:20][CH2:21]2)[CH2:14][CH2:15]1, predict the reactants needed to synthesize it. The reactants are: [CH:1]([C:3]1[C:4]([F:25])=[CH:5][C:6]([N+:22]([O-])=O)=[C:7]([NH:9][CH:10]2[CH2:15][CH2:14][N:13]([CH:16]3[CH2:21][CH2:20][O:19][CH2:18][CH2:17]3)[CH2:12][CH2:11]2)[CH:8]=1)=[CH2:2].C([O-])=O.[NH4+]. (4) Given the product [Br-:5].[CH2:22]([CH:12]1[C:13]2[C:8](=[CH:7][C:6]([Br:5])=[CH:15][CH:14]=2)[CH2:9][CH2:10][C:11]1=[N+:17]1[CH2:21][CH2:20][CH2:19][CH2:18]1)[C:23]1[CH:28]=[CH:27][CH:26]=[CH:25][CH:24]=1, predict the reactants needed to synthesize it. The reactants are: S(=O)(O)[O-].[Br:5][CH:6]1[CH2:15][CH2:14][C:13]2[C:8](=[CH:9][CH:10]=[CH:11][CH:12]=2)[C:7]1=O.[NH:17]1[CH2:21][CH2:20][CH2:19][CH2:18]1.[CH2:22](Br)[C:23]1[CH:28]=[CH:27][CH:26]=[CH:25][CH:24]=1. (5) Given the product [Cl:21][C:22]1[N:27]=[C:26]([N:28]2[C:5]([C:7]3[C:12](=[O:13])[CH:11]=[CH:10][N:9]([C:14]4[CH:19]=[CH:18][N:17]=[CH:16][CH:15]=4)[N:8]=3)=[CH:4][CH:3]=[N:2]2)[CH:25]=[CH:24][CH:23]=1, predict the reactants needed to synthesize it. The reactants are: C[N:2](C)/[CH:3]=[CH:4]/[C:5]([C:7]1[C:12](=[O:13])[CH:11]=[CH:10][N:9]([C:14]2[CH:19]=[CH:18][N:17]=[CH:16][CH:15]=2)[N:8]=1)=O.[Cl:21][C:22]1[N:27]=[C:26]([NH:28]N)[CH:25]=[CH:24][CH:23]=1.C(O)(=O)C. (6) Given the product [OH:35][C@H:22]([C:23]1[CH:28]=[CH:27][C:26]([OH:29])=[C:25]([NH:30][S:31]([CH3:34])(=[O:32])=[O:33])[CH:24]=1)[CH2:21][NH:20][CH:17]1[CH2:18][CH2:19][N:14]([C:11]2[CH:10]=[CH:9][C:8]([C:7]([NH:6][CH2:5][C:4]([OH:37])=[O:3])=[O:36])=[CH:13][CH:12]=2)[CH2:15][CH2:16]1, predict the reactants needed to synthesize it. The reactants are: C([O:3][C:4](=[O:37])[CH2:5][NH:6][C:7](=[O:36])[C:8]1[CH:13]=[CH:12][C:11]([N:14]2[CH2:19][CH2:18][CH:17]([NH:20][CH2:21][C@H:22]([OH:35])[C:23]3[CH:28]=[CH:27][C:26]([OH:29])=[C:25]([NH:30][S:31]([CH3:34])(=[O:33])=[O:32])[CH:24]=3)[CH2:16][CH2:15]2)=[CH:10][CH:9]=1)C.[OH-].[Na+]. (7) The reactants are: [C:1]1([N:7]([C:14]2[CH:19]=[CH:18][C:17]([C:20]3[C:28]4[C:24](=[N:25][NH:26][N:27]=4)[C:23]([C:29]4[CH:34]=[CH:33][C:32]([N:35]([C:42]5[CH:47]=[CH:46][CH:45]=[CH:44][CH:43]=5)[C:36]5[CH:41]=[CH:40][CH:39]=[CH:38][CH:37]=5)=[CH:31][CH:30]=4)=[CH:22][CH:21]=3)=[CH:16][CH:15]=2)[C:8]2[CH:13]=[CH:12][CH:11]=[CH:10][CH:9]=2)[CH:6]=[CH:5][CH:4]=[CH:3][CH:2]=1.Cl[C:49]1[C:58]2[C:53](=[CH:54][CH:55]=[CH:56][CH:57]=2)[N:52]=[C:51]([C:59]2[CH:64]=[CH:63][CH:62]=[CH:61][CH:60]=2)[CH:50]=1.[H-].[Na+].C(=O)=O. Given the product [C:8]1([N:7]([C:14]2[CH:15]=[CH:16][C:17]([C:20]3[C:28]4[C:24](=[N:25][N:26]([C:49]5[C:58]6[C:53](=[CH:54][CH:55]=[CH:56][CH:57]=6)[N:52]=[C:51]([C:59]6[CH:64]=[CH:63][CH:62]=[CH:61][CH:60]=6)[CH:50]=5)[N:27]=4)[C:23]([C:29]4[CH:34]=[CH:33][C:32]([N:35]([C:36]5[CH:37]=[CH:38][CH:39]=[CH:40][CH:41]=5)[C:42]5[CH:43]=[CH:44][CH:45]=[CH:46][CH:47]=5)=[CH:31][CH:30]=4)=[CH:22][CH:21]=3)=[CH:18][CH:19]=2)[C:1]2[CH:2]=[CH:3][CH:4]=[CH:5][CH:6]=2)[CH:13]=[CH:12][CH:11]=[CH:10][CH:9]=1, predict the reactants needed to synthesize it. (8) Given the product [CH:42]1([N:22]2[CH:23]=[CH:24][C:19]([C:16]3[CH:17]=[CH:18][C:13]([C@@H:11]([N:7]4[CH2:6][CH2:5][C@:4]([CH2:3][C:2]([OH:1])([CH3:32])[CH3:33])([C:26]5[CH:31]=[CH:30][CH:29]=[CH:28][CH:27]=5)[O:9][C:8]4=[O:10])[CH3:12])=[CH:14][CH:15]=3)=[CH:20][C:21]2=[O:25])[CH2:43][CH2:44]1, predict the reactants needed to synthesize it. The reactants are: [OH:1][C:2]([CH3:33])([CH3:32])[CH2:3][C@@:4]1([C:26]2[CH:31]=[CH:30][CH:29]=[CH:28][CH:27]=2)[O:9][C:8](=[O:10])[N:7]([C@H:11]([C:13]2[CH:18]=[CH:17][C:16]([C:19]3[CH:24]=[CH:23][NH:22][C:21](=[O:25])[CH:20]=3)=[CH:15][CH:14]=2)[CH3:12])[CH2:6][CH2:5]1.C1C=CN=C(C2C=[CH:42][CH:43]=[CH:44]N=2)C=1.C1(B(O)O)CC1.C([O-])([O-])=O.[Na+].[Na+]. (9) Given the product [CH3:9][N:8]([CH3:10])[CH2:7][CH2:6][O:5][C:4]1[CH:11]=[C:12]([C:15]([F:16])([F:17])[F:18])[CH:13]=[CH:14][C:3]=1[CH2:2][NH:1][C:24]([NH:31][C:32]1[C:37]2[O:38][CH2:39][C:40](=[O:42])[NH:41][C:36]=2[CH:35]=[CH:34][CH:33]=1)=[O:25], predict the reactants needed to synthesize it. The reactants are: [NH2:1][CH2:2][C:3]1[CH:14]=[CH:13][C:12]([C:15]([F:18])([F:17])[F:16])=[CH:11][C:4]=1[O:5][CH2:6][CH2:7][N:8]([CH3:10])[CH3:9].C1N=CN([C:24](N2C=NC=C2)=[O:25])C=1.[NH2:31][C:32]1[C:37]2[O:38][CH2:39][C:40](=[O:42])[NH:41][C:36]=2[CH:35]=[CH:34][CH:33]=1.